Dataset: Human Reference Interactome with 51,813 positive PPI pairs across 8,248 proteins, plus equal number of experimentally-validated negative pairs. Task: Binary Classification. Given two protein amino acid sequences, predict whether they physically interact or not. Protein 1 (ENSG00000162188) has sequence MKGETPVNSTMSIGQARKMVEQLKIEASLCRIKVSKAAADLMTYCDAHACEDPLITPVPTSENPFREKKFFCALL*. Protein 2 (ENSG00000178809) has sequence MAWQVSLLELEDRLQCPICLEVFKESLMLQCGHSYCKGCLVSLSYHLDTKVRCPMCWQVVDGSSSLPNVSLAWVIEALRLPGDPEPKVCVHHRNPLSLFCEKDQELICGLCGLLGSHQHHPVTPVSTVCSRMKEELAALFSELKQEQKKVDELIAKLVKNRTRIVNESDVFSWVIRREFQELRHPVDEEKARCLEGIGGHTRGLVASLDMQLEQAQGTRERLAQAECVLEQFGNEDHHEFIWKFHSMASR*MAWQVSLLELEDRLQCPICLEVFKESLMLQCGHSYCKGCLVSLSYHLDT.... Result: 1 (the proteins interact).